The task is: Predict the reactants needed to synthesize the given product.. This data is from Full USPTO retrosynthesis dataset with 1.9M reactions from patents (1976-2016). (1) Given the product [O:2]=[C:1]1[O:19][C:18]([C:14]2[S:15][CH:16]=[CH:17][C:13]=2[NH:12][C:10](=[O:11])[O:9][C:5]([CH3:8])([CH3:6])[CH3:7])=[N:20][NH:21]1, predict the reactants needed to synthesize it. The reactants are: [C:1](Cl)(Cl)=[O:2].[C:5]([O:9][C:10]([NH:12][C:13]1[CH:17]=[CH:16][S:15][C:14]=1[C:18]([NH:20][NH2:21])=[O:19])=[O:11])([CH3:8])([CH3:7])[CH3:6].O. (2) Given the product [F:21][C:18]1[CH:19]=[CH:20][C:15]([C:6]2[C:5]3[C:10](=[CH:11][C:2]([NH:23][C:22](=[O:29])[O:24][C:25]([CH3:28])([CH3:27])[CH3:26])=[CH:3][CH:4]=3)[O:9][C:8]([CH3:13])([CH3:12])[C:7]=2[CH3:14])=[CH:16][CH:17]=1, predict the reactants needed to synthesize it. The reactants are: Cl[C:2]1[CH:11]=[C:10]2[C:5]([C:6]([C:15]3[CH:20]=[CH:19][C:18]([F:21])=[CH:17][CH:16]=3)=[C:7]([CH3:14])[C:8]([CH3:13])([CH3:12])[O:9]2)=[CH:4][CH:3]=1.[C:22](=[O:29])([O:24][C:25]([CH3:28])([CH3:27])[CH3:26])[NH2:23]. (3) Given the product [CH2:12]([C@H:14]1[CH2:19][CH2:18][CH2:17][CH2:16][N:15]1[C:2]1[CH:3]=[C:4]([C:10]#[N:11])[C:5](=[CH:8][CH:9]=1)[C:6]#[N:7])[CH3:13], predict the reactants needed to synthesize it. The reactants are: F[C:2]1[CH:3]=[C:4]([C:10]#[N:11])[C:5](=[CH:8][CH:9]=1)[C:6]#[N:7].[CH2:12]([CH:14]1[CH2:19][CH2:18][CH2:17][CH2:16][NH:15]1)[CH3:13]. (4) Given the product [C:18]([O:17][C:15]([N:9]1[CH2:8][C@H:7]([C:5](=[O:6])[N:4]([CH:1]2[CH2:2][CH2:3]2)[C@@H:22]([C:24]2[C:32]3[C:27](=[N:28][C:29]([CH3:33])=[CH:30][CH:31]=3)[N:26]([CH2:34][CH2:35][CH2:36][NH:37][C:38]([O:40][CH3:41])=[O:39])[N:25]=2)[CH3:23])[O:12][CH2:11][C@@H:10]1[C:13]([OH:45])=[O:14])=[O:16])([CH3:20])([CH3:21])[CH3:19], predict the reactants needed to synthesize it. The reactants are: [CH:1]1([N:4]([C@@H:22]([C:24]2[C:32]3[C:27](=[N:28][C:29]([CH3:33])=[CH:30][CH:31]=3)[N:26]([CH2:34][CH2:35][CH2:36][NH:37][C:38]([O:40][CH3:41])=[O:39])[N:25]=2)[CH3:23])[C:5]([C@@H:7]2[O:12][CH2:11][C@H:10]([CH2:13][OH:14])[N:9]([C:15]([O:17][C:18]([CH3:21])([CH3:20])[CH3:19])=[O:16])[CH2:8]2)=[O:6])[CH2:3][CH2:2]1.O.C(O)(=[O:45])C.C(O)(=O)C.IC1C=CC=CC=1.CO. (5) Given the product [CH3:1][N:2]([CH3:20])[CH2:3][CH2:4][N:5]1[C:14]2[C:9](=[CH:10][C:11]([I:15])=[CH:12][CH:13]=2)[C:8](=[O:16])[C:7]([C:17]([OH:19])=[O:18])=[CH:6]1, predict the reactants needed to synthesize it. The reactants are: [CH3:1][N:2]([CH3:20])[CH2:3][CH2:4][N:5]1[C:14]2[C:9](=[CH:10][C:11]([I:15])=[CH:12][CH:13]=2)[C:8](=[O:16])[C:7]([C:17]([O-:19])=[O:18])=[CH:6]1.[OH-].[Na+]. (6) Given the product [NH2:1][C:2]1[C:7]([S:8]([NH:11][C:12]([C:14]2[C:15]([N:33]3[CH2:34][C@@H:35]([CH3:37])[CH2:36][C:32]3([CH3:38])[CH3:31])=[N:16][C:17]([C:20]3[CH:21]=[N:22][C:23]([O:26][CH:27]([CH3:29])[CH3:28])=[CH:24][CH:25]=3)=[CH:18][CH:19]=2)=[O:13])(=[O:10])=[O:9])=[CH:6][CH:5]=[CH:4][N:3]=1, predict the reactants needed to synthesize it. The reactants are: [NH2:1][C:2]1[C:7]([S:8]([NH:11][C:12]([C:14]2[C:15](Cl)=[N:16][C:17]([C:20]3[CH:21]=[N:22][C:23]([O:26][CH:27]([CH3:29])[CH3:28])=[CH:24][CH:25]=3)=[CH:18][CH:19]=2)=[O:13])(=[O:10])=[O:9])=[CH:6][CH:5]=[CH:4][N:3]=1.[CH3:31][C:32]1([CH3:38])[CH2:36][C@H:35]([CH3:37])[CH2:34][NH:33]1.C(=O)([O-])[O-].[K+].[K+].O. (7) Given the product [CH:13]1([CH2:16][O:17][C:18]2[N:23]=[CH:22][C:21]([C:24]3[C:29](=[O:30])[N:28]([CH2:31][C:32]4[CH:37]=[CH:36][C:35]([C:38]5[CH:43]=[CH:42][CH:41]=[CH:40][C:39]=5[C:44]5[NH:3][C:4](=[O:7])[O:5][N:45]=5)=[CH:34][CH:33]=4)[C:27]([CH2:46][CH2:47][CH3:48])=[N:26][C:25]=3[CH2:49][CH3:50])=[CH:20][CH:19]=2)[CH2:15][CH2:14]1, predict the reactants needed to synthesize it. The reactants are: [Cl-].O[NH3+:3].[C:4](=[O:7])([O-])[OH:5].[Na+].CS(C)=O.[CH:13]1([CH2:16][O:17][C:18]2[N:23]=[CH:22][C:21]([C:24]3[C:29](=[O:30])[N:28]([CH2:31][C:32]4[CH:37]=[CH:36][C:35]([C:38]5[C:39]([C:44]#[N:45])=[CH:40][CH:41]=[CH:42][CH:43]=5)=[CH:34][CH:33]=4)[C:27]([CH2:46][CH2:47][CH3:48])=[N:26][C:25]=3[CH2:49][CH3:50])=[CH:20][CH:19]=2)[CH2:15][CH2:14]1. (8) Given the product [CH2:16]([O:15][S:12]([O-:24])(=[O:14])=[O:13])[CH2:17][CH2:18][CH2:19][CH2:20][CH2:21][CH2:22][CH3:23].[CH2:2]([N+:6]1[CH:10]=[CH:9][N:8]([CH3:11])[CH:7]=1)[CH2:3][CH2:4][CH3:5], predict the reactants needed to synthesize it. The reactants are: [Cl-].[CH2:2]([N+:6]1[CH:10]=[CH:9][N:8]([CH3:11])[CH:7]=1)[CH2:3][CH2:4][CH3:5].[S:12]([O-:24])([O:15][CH2:16][CH2:17][CH2:18][CH2:19][CH2:20][CH2:21][CH2:22][CH3:23])(=[O:14])=[O:13].[Na+]. (9) Given the product [NH2:1][N:4]1[C:12]2[C:7](=[CH:8][CH:9]=[CH:10][CH:11]=2)[CH2:6][CH2:5]1, predict the reactants needed to synthesize it. The reactants are: [N+:1]([N:4]1[C:12]2[C:7](=[CH:8][CH:9]=[CH:10][CH:11]=2)[CH2:6][CH2:5]1)([O-])=O. (10) Given the product [CH3:34][C@@:22]12[C@@H:29]([N+:32]([O-:4])=[O:33])[CH2:30][CH2:31][C@H:21]1[CH2:20][C@@H:19]1[C@H:24]([CH2:25][CH2:26][C@H:27]3[C@H:18]1[CH2:17][CH2:16][C@H:15]([OH:14])[CH2:28]3)[CH2:23]2, predict the reactants needed to synthesize it. The reactants are: C1C(=O)N(Br)C(=[O:4])C1.CC([Si](C)(C)[O:14][C@@H:15]1[CH2:28][C@@H:27]2[C@H:18]([C@H:19]3[C@H:24]([CH2:25][CH2:26]2)[CH2:23][C@:22]2([CH3:34])[C:29](=[N:32][OH:33])[CH2:30][CH2:31][C@H:21]2[CH2:20]3)[CH2:17][CH2:16]1)(C)C.[BH4-].[Na+].Cl.